Dataset: Peptide-MHC class I binding affinity with 185,985 pairs from IEDB/IMGT. Task: Regression. Given a peptide amino acid sequence and an MHC pseudo amino acid sequence, predict their binding affinity value. This is MHC class I binding data. (1) The peptide sequence is FLCPTFTLK. The MHC is HLA-A11:01 with pseudo-sequence HLA-A11:01. The binding affinity (normalized) is 0.728. (2) The peptide sequence is IMRVMANNV. The MHC is HLA-A02:01 with pseudo-sequence HLA-A02:01. The binding affinity (normalized) is 0.469. (3) The peptide sequence is FLDKGTYTL. The MHC is HLA-B39:01 with pseudo-sequence YYSEYRNICTNTDESNLYLRYNFYTWAVLTYTWY. The binding affinity (normalized) is 1.00. (4) The peptide sequence is LRNIYETEF. The MHC is HLA-A03:01 with pseudo-sequence HLA-A03:01. The binding affinity (normalized) is 0.0847.